Task: Predict the reaction yield, written as a fraction of the theoretical maximum amount of product (1.0 means a 100% yield; for example, 0.34 means a 34% yield).. Dataset: Reaction yield outcomes from USPTO patents with 853,638 reactions (1) The reactants are [NH:1]1[CH:5]=[C:4]([C:6]2[C:7]3[CH:14]=[CH:13][N:12]([CH2:15][O:16][CH2:17][CH2:18][Si:19]([CH3:22])([CH3:21])[CH3:20])[C:8]=3[N:9]=[CH:10][N:11]=2)[CH:3]=[N:2]1.[F:23][C:24](=[C:34]1[CH2:37][N:36]([C:38]([O:40][C:41]([CH3:44])([CH3:43])[CH3:42])=[O:39])[CH2:35]1)[S:25]([C:28]1[CH:33]=[CH:32][CH:31]=[CH:30][CH:29]=1)(=[O:27])=[O:26].N12CCCN=C1CCCCC2.C(#N)C. No catalyst specified. The product is [F:23][CH:24]([S:25]([C:28]1[CH:33]=[CH:32][CH:31]=[CH:30][CH:29]=1)(=[O:26])=[O:27])[C:34]1([N:1]2[CH:5]=[C:4]([C:6]3[C:7]4[CH:14]=[CH:13][N:12]([CH2:15][O:16][CH2:17][CH2:18][Si:19]([CH3:22])([CH3:21])[CH3:20])[C:8]=4[N:9]=[CH:10][N:11]=3)[CH:3]=[N:2]2)[CH2:35][N:36]([C:38]([O:40][C:41]([CH3:44])([CH3:43])[CH3:42])=[O:39])[CH2:37]1. The yield is 1.00. (2) The reactants are C(OC(=O)[N:7]([S:13]([C:16]1[CH:21]=[C:20]([Cl:22])[C:19]([O:23][C@H:24]2[CH2:29][CH2:28][CH2:27][CH2:26][C@@H:25]2[C:30]2[N:34]([CH3:35])[N:33]=[CH:32][CH:31]=2)=[CH:18][C:17]=1[F:36])(=[O:15])=[O:14])[C:8]1[N:9]=[CH:10][S:11][CH:12]=1)(C)(C)C.FC(F)(F)C(O)=O. The catalyst is ClCCl. The product is [Cl:22][C:20]1[C:19]([O:23][C@H:24]2[CH2:29][CH2:28][CH2:27][CH2:26][C@@H:25]2[C:30]2[N:34]([CH3:35])[N:33]=[CH:32][CH:31]=2)=[CH:18][C:17]([F:36])=[C:16]([S:13]([NH:7][C:8]2[N:9]=[CH:10][S:11][CH:12]=2)(=[O:15])=[O:14])[CH:21]=1. The yield is 0.990. (3) The reactants are [C:1]([C:4]1[NH:8][N:7]=[C:6]([C:9]([O:11]CC)=[O:10])[CH:5]=1)(=[O:3])[CH3:2].[OH-].[Na+]. The catalyst is CCO. The product is [C:1]([C:4]1[NH:8][N:7]=[C:6]([C:9]([OH:11])=[O:10])[CH:5]=1)(=[O:3])[CH3:2]. The yield is 0.870. (4) The catalyst is C(OCC)(=O)C. The yield is 0.940. The product is [CH2:9]([C:3]1[CH2:7][CH2:6][C:5](=[O:8])[CH:4]=1)[CH2:10][C:11]1[CH:16]=[CH:15][CH:14]=[CH:13][CH:12]=1. The reactants are CO[C:3]1[CH2:7][CH2:6][C:5](=[O:8])[CH:4]=1.[CH2:9]([Mg]Cl)[CH2:10][C:11]1[CH:16]=[CH:15][CH:14]=[CH:13][CH:12]=1.